This data is from Full USPTO retrosynthesis dataset with 1.9M reactions from patents (1976-2016). The task is: Predict the reactants needed to synthesize the given product. (1) Given the product [Br:1][C:2]1[CH:7]=[CH:6][C:5]([C:8]2[O:12][C:11]([NH:13][C:14]3[CH:15]=[CH:16][CH:17]=[C:18]4[C:23]=3[CH2:22][CH:21]([OH:24])[CH2:20][CH2:19]4)=[N:10][CH:9]=2)=[CH:4][CH:3]=1, predict the reactants needed to synthesize it. The reactants are: [Br:1][C:2]1[CH:7]=[CH:6][C:5]([C:8]2[O:12][C:11]([NH:13][C:14]3[CH:15]=[CH:16][CH:17]=[C:18]4[C:23]=3[CH2:22][C:21](=[O:24])[CH2:20][CH2:19]4)=[N:10][CH:9]=2)=[CH:4][CH:3]=1.FC(F)(F)C1C=CC(C2OC(NC3C=CC=C4C=3CC(=O)CC4)=NC=2)=CC=1. (2) Given the product [Cl:1][C:2]1[CH:7]=[CH:6][C:5]([C:13]2[CH:14]=[C:15]([CH3:40])[C:16]([C:21]3[C:30]4[C:25](=[CH:26][C:27]([S:31]([NH:34][C:35]5[CH:39]=[CH:38][O:37][N:36]=5)(=[O:32])=[O:33])=[CH:28][CH:29]=4)[N:24]=[CH:23][N:22]=3)=[CH:17][C:18]=2[O:19][CH3:20])=[CH:4][C:3]=1[CH3:11], predict the reactants needed to synthesize it. The reactants are: [Cl:1][C:2]1[CH:7]=[CH:6][C:5](B(O)O)=[CH:4][C:3]=1[CH3:11].I[C:13]1[C:18]([O:19][CH3:20])=[CH:17][C:16]([C:21]2[C:30]3[C:25](=[CH:26][C:27]([S:31]([NH:34][C:35]4[CH:39]=[CH:38][O:37][N:36]=4)(=[O:33])=[O:32])=[CH:28][CH:29]=3)[N:24]=[CH:23][N:22]=2)=[C:15]([CH3:40])[CH:14]=1.P([O-])([O-])([O-])=O.[K+].[K+].[K+]. (3) Given the product [Cl:1][C:2]1[CH:11]=[CH:10][C:9]2[CH:8]([CH2:19][CH:18]=[CH2:17])[N:7]([C:13]([O:15][CH3:16])=[O:14])[CH2:6][CH2:5][C:4]=2[N:3]=1, predict the reactants needed to synthesize it. The reactants are: [Cl:1][C:2]1[CH:11]=[CH:10][C:9]2[CH:8](O)[N:7]([C:13]([O:15][CH3:16])=[O:14])[CH2:6][CH2:5][C:4]=2[N:3]=1.[CH2:17]([Si](C)(C)C)[CH:18]=[CH2:19]. (4) The reactants are: [CH:1]1[CH:6]=[CH:5][C:4]([O:7][C:8](Cl)=[S:9])=[CH:3][CH:2]=1.[Cl:11][C:12]1[CH:20]=[C:19]2[C:15]([C:16]([CH:28]([OH:33])[C:29]([F:32])([F:31])[F:30])=[CH:17][N:18]2[C:21]([O:23][C:24]([CH3:27])([CH3:26])[CH3:25])=[O:22])=[CH:14][CH:13]=1. Given the product [Cl:11][C:12]1[CH:20]=[C:19]2[C:15]([C:16]([CH:28]([O:33][C:8]([O:7][C:4]3[CH:5]=[CH:6][CH:1]=[CH:2][CH:3]=3)=[S:9])[C:29]([F:30])([F:31])[F:32])=[CH:17][N:18]2[C:21]([O:23][C:24]([CH3:27])([CH3:26])[CH3:25])=[O:22])=[CH:14][CH:13]=1, predict the reactants needed to synthesize it.